Dataset: Reaction yield outcomes from USPTO patents with 853,638 reactions. Task: Predict the reaction yield, written as a fraction of the theoretical maximum amount of product (1.0 means a 100% yield; for example, 0.34 means a 34% yield). (1) The reactants are [CH2:1]([O:3][C:4](=[O:25])[CH2:5][CH:6]1[O:10][B:9]([OH:11])[C:8]2[CH:12]=[C:13]([O:17][C:18]3[N:19]=[N:20][C:21](Cl)=[CH:22][CH:23]=3)[CH:14]=[C:15]([CH3:16])[C:7]1=2)[CH3:2].C([O-])([O-])=O.[K+].[K+]. The catalyst is CCOC(C)=O.[Pd]. The product is [CH2:1]([O:3][C:4](=[O:25])[CH2:5][CH:6]1[O:10][B:9]([OH:11])[C:8]2[CH:12]=[C:13]([O:17][C:18]3[N:19]=[N:20][CH:21]=[CH:22][CH:23]=3)[CH:14]=[C:15]([CH3:16])[C:7]1=2)[CH3:2]. The yield is 0.770. (2) The reactants are C([O-])(C)(C)C.[K+].O[NH:8]C(=O)C.[CH:12]1([C:15]2[C:16]([O:24][CH2:25][CH:26]3[CH2:31][CH2:30][C:29]([F:33])([F:32])[CH2:28][CH2:27]3)=[CH:17][C:18](F)=[C:19]([CH:22]=2)[C:20]#[N:21])[CH2:14][CH2:13]1.[OH2:34]. The catalyst is CN(C=O)C. The product is [CH:12]1([C:15]2[C:16]([O:24][CH2:25][CH:26]3[CH2:31][CH2:30][C:29]([F:33])([F:32])[CH2:28][CH2:27]3)=[CH:17][C:18]3[O:34][N:21]=[C:20]([NH2:8])[C:19]=3[CH:22]=2)[CH2:14][CH2:13]1. The yield is 0.540. (3) The reactants are [Br:1][C:2]1[CH:3]=[CH:4][C:5]([CH3:11])=[C:6]([CH:10]=1)[C:7](O)=[O:8].[NH2:12][C:13]1[C:14]([CH3:24])=[C:15]([CH:20]=[CH:21][C:22]=1[CH3:23])[C:16]([O:18][CH3:19])=[O:17].C(N(CC)C(C)C)(C)C.CCCP1(OP(CCC)(=O)OP(CCC)(=O)O1)=O. The catalyst is C(Cl)Cl. The product is [Br:1][C:2]1[CH:3]=[CH:4][C:5]([CH3:11])=[C:6]([CH:10]=1)[C:7]([NH:12][C:13]1[C:14]([CH3:24])=[C:15]([CH:20]=[CH:21][C:22]=1[CH3:23])[C:16]([O:18][CH3:19])=[O:17])=[O:8]. The yield is 0.800. (4) The reactants are [Si]([O:8][CH2:9][C:10]1[CH:11]=[C:12]([N:16]2[C:20]([NH2:21])=[CH:19][C:18]([C:22]3[CH:27]=[CH:26][CH:25]=[CH:24][C:23]=3[F:28])=[N:17]2)[CH:13]=[CH:14][CH:15]=1)(C(C)(C)C)(C)C.[Cl:29][C:30]1[C:35]([Cl:36])=[CH:34][CH:33]=[CH:32][C:31]=1[N:37]=[C:38]=[O:39]. No catalyst specified. The product is [Cl:29][C:30]1[C:35]([Cl:36])=[CH:34][CH:33]=[CH:32][C:31]=1[NH:37][C:38]([NH:21][C:20]1[N:16]([C:12]2[CH:13]=[CH:14][CH:15]=[C:10]([CH2:9][OH:8])[CH:11]=2)[N:17]=[C:18]([C:22]2[CH:27]=[CH:26][CH:25]=[CH:24][C:23]=2[F:28])[CH:19]=1)=[O:39]. The yield is 0.590. (5) The reactants are Cl[C:2]1[C:11]2[CH:12]=[CH:13][S:14][C:10]=2[C:9]2[CH:8]=[CH:7][C:6]([C:15]([O-:17])=[O:16])=[CH:5][C:4]=2[N:3]=1.[NH2:18][CH2:19][C:20]1[CH:21]=[N:22][CH:23]=[CH:24][CH:25]=1. The catalyst is CN1C(=O)CCC1.CO. The product is [N:22]1[CH:23]=[CH:24][CH:25]=[C:20]([CH2:19][NH:18][C:2]2[C:11]3[CH:12]=[CH:13][S:14][C:10]=3[C:9]3[CH:8]=[CH:7][C:6]([C:15]([OH:17])=[O:16])=[CH:5][C:4]=3[N:3]=2)[CH:21]=1. The yield is 0.620. (6) The reactants are [CH3:1][NH:2][CH3:3].[CH3:4][C:5]1[CH:12]=[CH:11][CH:10]=[CH:9][C:6]=1[CH:7]=O.C([Cl:16])(=O)C. No catalyst specified. The product is [Cl-:16].[CH3:1][N+:2]([CH3:3])=[CH:7][C:6]1[CH:9]=[CH:10][CH:11]=[CH:12][C:5]=1[CH3:4]. The yield is 0.730. (7) The reactants are [Cl:1][C:2]1[C:7]([OH:8])=[CH:6][CH:5]=[CH:4][N:3]=1.[C:9]([O-])(O)=[O:10].[Na+].C=O.Cl. The catalyst is O. The product is [Cl:1][C:2]1[C:7]([OH:8])=[CH:6][CH:5]=[C:4]([CH2:9][OH:10])[N:3]=1. The yield is 0.810. (8) The reactants are FC(F)(F)C([NH:5][CH2:6][C:7]1[CH:12]=[CH:11][C:10]([OH:13])=[CH:9][CH:8]=1)=O.[OH-].[Na+].Cl.C(=O)(O)[O-].[Na+].[C:35]([O:34][C:32](O[C:32]([O:34][C:35]([CH3:38])([CH3:37])[CH3:36])=[O:33])=[O:33])([CH3:38])([CH3:37])[CH3:36]. The catalyst is CO.C(Cl)Cl. The product is [C:35]([O:34][C:32](=[O:33])[NH:5][CH2:6][C:7]1[CH:12]=[CH:11][C:10]([OH:13])=[CH:9][CH:8]=1)([CH3:36])([CH3:37])[CH3:38]. The yield is 0.870. (9) The reactants are [CH:1]#[C:2][CH:3]([OH:9])[CH2:4][CH2:5][CH2:6][CH2:7][CH3:8].N1C=CN=C1.[CH3:15][C:16]([Si:19](Cl)([CH3:21])[CH3:20])([CH3:18])[CH3:17]. The catalyst is CN(C1C=CN=CC=1)C.C(Cl)Cl.[NH4+].[Cl-]. The product is [C:16]([Si:19]([O:9][CH:3]([C:2]#[CH:1])[CH2:4][CH2:5][CH2:6][CH2:7][CH3:8])([CH3:21])[CH3:20])([CH3:18])([CH3:17])[CH3:15]. The yield is 0.990.